This data is from Full USPTO retrosynthesis dataset with 1.9M reactions from patents (1976-2016). The task is: Predict the reactants needed to synthesize the given product. (1) Given the product [Cl:26][C:5]1[CH:6]=[C:7]([C:8]([NH:10][C@H:11]([C:13]2[CH:25]=[CH:24][C:16]([C:17]([O:19][C:20]([CH3:23])([CH3:22])[CH3:21])=[O:18])=[CH:15][CH:14]=2)[CH3:12])=[O:9])[C:2]([O:38][C:34]2[CH:35]=[CH:36][CH:37]=[C:32]([C:28]3[S:27][CH:31]=[CH:30][N:29]=3)[CH:33]=2)=[N:3][CH:4]=1, predict the reactants needed to synthesize it. The reactants are: Cl[C:2]1[C:7]([C:8]([NH:10][C@H:11]([C:13]2[CH:25]=[CH:24][C:16]([C:17]([O:19][C:20]([CH3:23])([CH3:22])[CH3:21])=[O:18])=[CH:15][CH:14]=2)[CH3:12])=[O:9])=[CH:6][C:5]([Cl:26])=[CH:4][N:3]=1.[S:27]1[CH:31]=[CH:30][N:29]=[C:28]1[C:32]1[CH:33]=[C:34]([OH:38])[CH:35]=[CH:36][CH:37]=1.C(N=P1(N(CC)CC)N(C)CCCN1C)(C)(C)C. (2) Given the product [NH2:27][CH2:26][CH2:25][NH:24][C:22]([C:20]1[N:21]=[C:17]([C:14]2[CH:15]=[N:16][C:11]([NH:10][C:7]3[CH:8]=[CH:9][C:4]4[N:3]=[CH:2][S:1][C:5]=4[CH:6]=3)=[CH:12][C:13]=2[NH:36][CH:37]([CH3:38])[CH3:39])[O:18][C:19]=1[CH3:35])=[O:23], predict the reactants needed to synthesize it. The reactants are: [S:1]1[C:5]2[CH:6]=[C:7]([NH:10][C:11]3[N:16]=[CH:15][C:14]([C:17]4[O:18][C:19]([CH3:35])=[C:20]([C:22]([NH:24][CH2:25][CH2:26][NH:27]C(=O)OC(C)(C)C)=[O:23])[N:21]=4)=[C:13]([NH:36][CH:37]([CH3:39])[CH3:38])[CH:12]=3)[CH:8]=[CH:9][C:4]=2[N:3]=[CH:2]1.CCOCC.Cl. (3) Given the product [Cl:1][C:2]1[C:3]([CH2:31][N:32]2[CH2:37][CH2:36][CH2:35][C@@H:34]([C:38]([NH:41][CH:42]3[CH2:47][CH2:46][NH:45][CH2:44][CH2:43]3)=[O:39])[CH2:33]2)=[C:4]([C:27]([F:28])([F:30])[F:29])[CH:5]=[C:6]2[C:11]=1[NH:10][C:9](=[O:12])[N:8]([CH2:13][C:14]1[CH:19]=[C:18]([Cl:20])[CH:17]=[CH:16][C:15]=1[S:21]([CH2:24][CH3:25])(=[O:23])=[O:22])[C:7]2=[O:26], predict the reactants needed to synthesize it. The reactants are: [Cl:1][C:2]1[C:3]([CH2:31][N:32]2[CH2:37][CH2:36][CH2:35][C@@H:34]([C:38](O)=[O:39])[CH2:33]2)=[C:4]([C:27]([F:30])([F:29])[F:28])[CH:5]=[C:6]2[C:11]=1[NH:10][C:9](=[O:12])[N:8]([CH2:13][C:14]1[CH:19]=[C:18]([Cl:20])[CH:17]=[CH:16][C:15]=1[S:21]([CH2:24][CH3:25])(=[O:23])=[O:22])[C:7]2=[O:26].[NH2:41][CH:42]1[CH2:47][CH2:46][N:45](C(OC(C)(C)C)=O)[CH2:44][CH2:43]1. (4) Given the product [CH:19]([O:18][C:16]([N:5]1[CH2:6][CH2:7][CH:2]([OH:1])[CH2:3][CH2:4]1)=[O:17])([CH3:21])[CH3:20], predict the reactants needed to synthesize it. The reactants are: [OH:1][CH:2]1[CH2:7][CH2:6][NH:5][CH2:4][CH2:3]1.C(N(CC)CC)C.Cl[C:16]([O:18][CH:19]([CH3:21])[CH3:20])=[O:17]. (5) Given the product [Cl:10][C:11]1[S:15][C:14]([S:16]([NH:1][C@H:2]([CH2:3][OH:4])[CH:5]([CH2:8][CH3:9])[CH2:6][CH3:7])(=[O:18])=[O:17])=[CH:13][CH:12]=1, predict the reactants needed to synthesize it. The reactants are: [NH2:1][C@@H:2]([CH:5]([CH2:8][CH3:9])[CH2:6][CH3:7])[CH2:3][OH:4].[Cl:10][C:11]1[S:15][C:14]([S:16](Cl)(=[O:18])=[O:17])=[CH:13][CH:12]=1. (6) Given the product [Br:26][C:2]1[N:7]=[C:6]2[N:8]([CH2:20][CH3:21])[C:9]([C:11]([N:13]([CH:17]3[CH2:19][CH2:18]3)[CH:14]3[CH2:16][CH2:15]3)=[O:12])=[CH:10][C:5]2=[C:4]2[N:22]([CH3:25])[CH:23]=[N:24][C:3]=12, predict the reactants needed to synthesize it. The reactants are: N[C:2]1[N:7]=[C:6]2[N:8]([CH2:20][CH3:21])[C:9]([C:11]([N:13]([CH:17]3[CH2:19][CH2:18]3)[CH:14]3[CH2:16][CH2:15]3)=[O:12])=[CH:10][C:5]2=[C:4]2[N:22]([CH3:25])[CH:23]=[N:24][C:3]=12.[Br:26]CBr.[N+]([O-])(OCCC(C)C)=O.